This data is from NCI-60 drug combinations with 297,098 pairs across 59 cell lines. The task is: Regression. Given two drug SMILES strings and cell line genomic features, predict the synergy score measuring deviation from expected non-interaction effect. (1) Drug 1: CC1=C(C=C(C=C1)NC(=O)C2=CC=C(C=C2)CN3CCN(CC3)C)NC4=NC=CC(=N4)C5=CN=CC=C5. Drug 2: C1C(C(OC1N2C=NC(=NC2=O)N)CO)O. Cell line: PC-3. Synergy scores: CSS=8.26, Synergy_ZIP=-2.67, Synergy_Bliss=-2.33, Synergy_Loewe=-10.8, Synergy_HSA=-1.37. (2) Drug 1: CC1C(C(CC(O1)OC2CC(CC3=C2C(=C4C(=C3O)C(=O)C5=C(C4=O)C(=CC=C5)OC)O)(C(=O)C)O)N)O.Cl. Drug 2: CC1=C(C(=CC=C1)Cl)NC(=O)C2=CN=C(S2)NC3=CC(=NC(=N3)C)N4CCN(CC4)CCO. Cell line: HL-60(TB). Synergy scores: CSS=27.2, Synergy_ZIP=1.48, Synergy_Bliss=1.44, Synergy_Loewe=-14.2, Synergy_HSA=-0.599. (3) Drug 1: C1CCC(C1)C(CC#N)N2C=C(C=N2)C3=C4C=CNC4=NC=N3. Drug 2: CC=C1C(=O)NC(C(=O)OC2CC(=O)NC(C(=O)NC(CSSCCC=C2)C(=O)N1)C(C)C)C(C)C. Cell line: UACC-257. Synergy scores: CSS=59.9, Synergy_ZIP=-1.76, Synergy_Bliss=-5.92, Synergy_Loewe=-71.9, Synergy_HSA=-7.57. (4) Drug 1: C1CCN(CC1)CCOC2=CC=C(C=C2)C(=O)C3=C(SC4=C3C=CC(=C4)O)C5=CC=C(C=C5)O. Drug 2: CC=C1C(=O)NC(C(=O)OC2CC(=O)NC(C(=O)NC(CSSCCC=C2)C(=O)N1)C(C)C)C(C)C. Cell line: M14. Synergy scores: CSS=24.0, Synergy_ZIP=-0.838, Synergy_Bliss=5.75, Synergy_Loewe=-34.3, Synergy_HSA=0.174. (5) Drug 1: C1=CC(=CC=C1CCC2=CNC3=C2C(=O)NC(=N3)N)C(=O)NC(CCC(=O)O)C(=O)O. Drug 2: CN(CCCl)CCCl.Cl. Cell line: HCT-15. Synergy scores: CSS=40.0, Synergy_ZIP=-2.38, Synergy_Bliss=-0.635, Synergy_Loewe=-7.37, Synergy_HSA=0.514. (6) Drug 1: CN(C)N=NC1=C(NC=N1)C(=O)N. Drug 2: C1CCC(C(C1)N)N.C(=O)(C(=O)[O-])[O-].[Pt+4]. Cell line: MDA-MB-435. Synergy scores: CSS=-3.96, Synergy_ZIP=-0.652, Synergy_Bliss=-3.90, Synergy_Loewe=-20.3, Synergy_HSA=-8.25. (7) Drug 2: COC1=C2C(=CC3=C1OC=C3)C=CC(=O)O2. Synergy scores: CSS=10.3, Synergy_ZIP=11.1, Synergy_Bliss=8.23, Synergy_Loewe=9.50, Synergy_HSA=7.02. Cell line: MOLT-4. Drug 1: CC1=C(C(CCC1)(C)C)C=CC(=CC=CC(=CC(=O)O)C)C. (8) Drug 1: C1=C(C(=O)NC(=O)N1)N(CCCl)CCCl. Drug 2: CC1C(C(CC(O1)OC2CC(OC(C2O)C)OC3=CC4=CC5=C(C(=O)C(C(C5)C(C(=O)C(C(C)O)O)OC)OC6CC(C(C(O6)C)O)OC7CC(C(C(O7)C)O)OC8CC(C(C(O8)C)O)(C)O)C(=C4C(=C3C)O)O)O)O. Cell line: MCF7. Synergy scores: CSS=22.0, Synergy_ZIP=-4.84, Synergy_Bliss=0.107, Synergy_Loewe=0.196, Synergy_HSA=0.135. (9) Drug 1: CC12CCC(CC1=CCC3C2CCC4(C3CC=C4C5=CN=CC=C5)C)O. Drug 2: CC1=C(N=C(N=C1N)C(CC(=O)N)NCC(C(=O)N)N)C(=O)NC(C(C2=CN=CN2)OC3C(C(C(C(O3)CO)O)O)OC4C(C(C(C(O4)CO)O)OC(=O)N)O)C(=O)NC(C)C(C(C)C(=O)NC(C(C)O)C(=O)NCCC5=NC(=CS5)C6=NC(=CS6)C(=O)NCCC[S+](C)C)O. Cell line: HS 578T. Synergy scores: CSS=4.98, Synergy_ZIP=-5.74, Synergy_Bliss=-5.90, Synergy_Loewe=-15.9, Synergy_HSA=-7.59.